From a dataset of Full USPTO retrosynthesis dataset with 1.9M reactions from patents (1976-2016). Predict the reactants needed to synthesize the given product. (1) Given the product [CH2:1]([O:3][C:4](=[O:25])[C:5]([O:8][C:9]1[CH:14]=[CH:13][C:12]([O:15][C:16]2[CH:21]=[CH:20][CH:19]=[C:18]([CH2:22][NH2:23])[CH:17]=2)=[CH:11][C:10]=1[CH3:24])([CH3:6])[CH3:7])[CH3:2], predict the reactants needed to synthesize it. The reactants are: [CH2:1]([O:3][C:4](=[O:25])[C:5]([O:8][C:9]1[CH:14]=[CH:13][C:12]([O:15][C:16]2[CH:21]=[CH:20][CH:19]=[C:18]([C:22]#[N:23])[CH:17]=2)=[CH:11][C:10]=1[CH3:24])([CH3:7])[CH3:6])[CH3:2].[H][H]. (2) Given the product [F:70][C:65]1[CH:64]=[C:63]([C@@H:56]2[C@@H:57]([C@@H:60]([O:62][C:33]3[CH:38]=[CH:37][C:36]([C:39]#[N:40])=[CH:35][N:34]=3)[CH3:61])[CH2:58][CH2:59][NH:54][CH2:55]2)[CH:68]=[CH:67][C:66]=1[F:69], predict the reactants needed to synthesize it. The reactants are: ClC1C=CC([C@@H]2[C@@H]([C@@H](OC3C=CC(Cl)=C(Cl)C=3)C)CCN(C(C3CCN([C:33]4[CH:38]=[CH:37][C:36]([C:39]#[N:40])=[CH:35][N:34]=4)CC3)=O)C2)=CC=1.N1CCCCC1.C([N:54]1[CH2:59][CH2:58][C@H:57]([C@H:60]([OH:62])[CH3:61])[C@@H:56]([C:63]2[CH:68]=[CH:67][C:66]([F:69])=[C:65]([F:70])[CH:64]=2)[CH2:55]1)C1C=CC=CC=1.C(C1C=NC(O)=CC=1)#N.ClC(OC(Cl)=O)C.CCN(C(C)C)C(C)C. (3) Given the product [BrH:14].[BrH:14].[NH2:3][CH2:4][CH2:5][C:6]1[CH:11]=[CH:10][N:9]=[C:8]([OH:12])[CH:7]=1, predict the reactants needed to synthesize it. The reactants are: Cl.Cl.[NH2:3][CH2:4][CH2:5][C:6]1[CH:11]=[CH:10][N:9]=[C:8]([O:12]C)[CH:7]=1.[BrH:14]. (4) Given the product [F:19][C:2]([F:1])([F:18])[C:3]1[N:7]=[C:6]([C:8]2[C:16]3[CH2:15][CH2:14][O:13][CH2:12][C:11]=3[S:10][C:9]=2[NH:17][C:29]([CH:20]2[CH2:25][CH2:24][CH2:23][CH2:22][CH:21]2[C:26]([OH:28])=[O:27])=[O:30])[O:5][N:4]=1, predict the reactants needed to synthesize it. The reactants are: [F:1][C:2]([F:19])([F:18])[C:3]1[N:7]=[C:6]([C:8]2[C:16]3[CH2:15][CH2:14][O:13][CH2:12][C:11]=3[S:10][C:9]=2[NH2:17])[O:5][N:4]=1.[C@@H:20]12[C:29](=[O:30])[O:28][C:26](=[O:27])[C@@H:21]1[CH2:22][CH2:23][CH2:24][CH2:25]2. (5) The reactants are: [ClH:1].[F:2][C:3]1[CH:22]=[C:21]([CH3:23])[C:20]([O:24][C:25]([O:27][CH3:28])=[O:26])=[CH:19][C:4]=1[NH:5][C:6]1[C:15]2[C:10](=[CH:11][C:12]([N+:16]([O-])=O)=[CH:13][CH:14]=2)[N:9]=[CH:8][N:7]=1.CO. Given the product [ClH:1].[NH2:16][C:12]1[CH:11]=[C:10]2[C:15]([C:6]([NH:5][C:4]3[CH:19]=[C:20]([O:24][C:25]([O:27][CH3:28])=[O:26])[C:21]([CH3:23])=[CH:22][C:3]=3[F:2])=[N:7][CH:8]=[N:9]2)=[CH:14][CH:13]=1, predict the reactants needed to synthesize it. (6) Given the product [CH:20]([C:2]1[CH:7]=[CH:6][C:5]([N:8]2[CH2:12][C@H:11]([CH2:13][NH:14][C:15](=[O:17])[CH3:16])[O:10][C:9]2=[O:18])=[CH:4][C:3]=1[F:19])=[CH2:21], predict the reactants needed to synthesize it. The reactants are: I[C:2]1[CH:7]=[CH:6][C:5]([N:8]2[CH2:12][C@H:11]([CH2:13][NH:14][C:15](=[O:17])[CH3:16])[O:10][C:9]2=[O:18])=[CH:4][C:3]=1[F:19].[CH:20]([Sn](CCCC)(CCCC)CCCC)=[CH2:21]. (7) Given the product [CH:1]1([N:6]2[CH2:7][CH2:8][CH:9]([O:12][C:14]3[CH:23]=[CH:22][C:21]4[CH:20]5[CH2:24][CH2:25][C:26](=[O:27])[N:19]5[CH2:18][CH2:17][C:16]=4[N:15]=3)[CH2:10][CH2:11]2)[CH2:5][CH2:4][CH2:3][CH2:2]1, predict the reactants needed to synthesize it. The reactants are: [CH:1]1([N:6]2[CH2:11][CH2:10][CH:9]([OH:12])[CH2:8][CH2:7]2)[CH2:5][CH2:4][CH2:3][CH2:2]1.Cl[C:14]1[CH:23]=[CH:22][C:21]2[CH:20]3[CH2:24][CH2:25][C:26](=[O:27])[N:19]3[CH2:18][CH2:17][C:16]=2[N:15]=1. (8) Given the product [OH-:19].[CH3:1][N+:2]1[C:11]([CH3:12])=[C:10]([C:13]2[CH:14]=[CH:15][CH:16]=[CH:17][CH:18]=2)[C:9]2[C:4](=[CH:5][CH:6]=[C:7]([O:19][CH3:20])[CH:8]=2)[CH:3]=1, predict the reactants needed to synthesize it. The reactants are: [CH3:1][N:2]1[C:11]([CH3:12])=[C:10]([C:13]2[CH:18]=[CH:17][CH:16]=[CH:15][CH:14]=2)[C:9]2[C:4](=[CH:5][CH:6]=[C:7]([O:19][CH3:20])[CH:8]=2)[C:3]1=O.[H-].[Al+3].[Li+].[H-].[H-].[H-].C(=O)(O)[O-].[Na+].CCCCCC.C(OCC)(=O)C. (9) Given the product [CH3:1][CH:2]([O:4][CH:5]1[C:14]2[C:9](=[C:10]([CH3:26])[CH:11]=[C:12]([C:16]([CH:18]3[CH:23]([S:40][CH3:39])[CH2:22][CH2:21][CH2:20][C:19]3=[O:25])=[O:17])[C:13]=2[CH3:15])[S:8](=[O:28])(=[O:27])[CH2:7][CH2:6]1)[CH3:3], predict the reactants needed to synthesize it. The reactants are: [CH3:1][CH:2]([O:4][CH:5]1[C:14]2[C:9](=[C:10]([CH3:26])[CH:11]=[C:12]([C:16]([CH:18]3[CH:23](Cl)[CH2:22][CH2:21][CH2:20][C:19]3=[O:25])=[O:17])[C:13]=2[CH3:15])[S:8](=[O:28])(=[O:27])[CH2:7][CH2:6]1)[CH3:3].CS.ClC1C2C[CH2:39][S:40](=O)(=O)C=2C=CC=1C(C1C(Cl)CCCC1=O)=O.C(S)C.